Dataset: Reaction yield outcomes from USPTO patents with 853,638 reactions. Task: Predict the reaction yield, written as a fraction of the theoretical maximum amount of product (1.0 means a 100% yield; for example, 0.34 means a 34% yield). (1) The reactants are Cl[C:2]1[C:7]([CH:8]=O)=[CH:6][CH:5]=[C:4]([CH3:10])[N:3]=1.[NH2:11][NH2:12]. The catalyst is O1CCOCC1. The product is [CH3:10][C:4]1[N:3]=[C:2]2[NH:11][N:12]=[CH:8][C:7]2=[CH:6][CH:5]=1. The yield is 0.410. (2) The reactants are Br[C:2]1[CH:3]=[C:4]2[C:10]([C:11]3[CH:16]=[CH:15][CH:14]=[CH:13][C:12]=3[O:17][CH3:18])=[CH:9][N:8]([CH2:19][O:20][CH2:21][CH2:22][Si:23]([CH3:26])([CH3:25])[CH3:24])[C:5]2=[N:6][CH:7]=1.N1CCC[C@H]1C(O)=O.C(=O)([O-])[O-].[K+].[K+].[CH3:41][N:42]([CH3:51])[C:43](=[O:50])[CH2:44][CH:45]1[CH2:49][CH2:48][NH:47][CH2:46]1. The catalyst is [Cu]I. The product is [CH3:18][O:17][C:12]1[CH:13]=[CH:14][CH:15]=[CH:16][C:11]=1[C:10]1[C:4]2[C:5](=[N:6][CH:7]=[C:2]([N:47]3[CH2:48][CH2:49][CH:45]([CH2:44][C:43]([N:42]([CH3:41])[CH3:51])=[O:50])[CH2:46]3)[CH:3]=2)[N:8]([CH2:19][O:20][CH2:21][CH2:22][Si:23]([CH3:26])([CH3:25])[CH3:24])[CH:9]=1. The yield is 0.300. (3) The reactants are C[O:2][C:3]([C:5]1[C:10](Cl)=[CH:9][C:8](=[O:12])[N:7]([C:13]2[CH:18]=[CH:17][CH:16]=[CH:15][CH:14]=2)[N:6]=1)=[O:4].[Br:19][C:20]1[CH:26]=[CH:25][C:23]([NH2:24])=[C:22]([F:27])[CH:21]=1.C(=O)([O-])[O-].[Cs+].[Cs+].O. The catalyst is ClC1C=CC=CC=1Cl.CCOC(C)=O. The product is [Br:19][C:20]1[CH:26]=[CH:25][C:23]([NH:24][C:10]2[C:5]([C:3]([OH:2])=[O:4])=[N:6][N:7]([C:13]3[CH:18]=[CH:17][CH:16]=[CH:15][CH:14]=3)[C:8](=[O:12])[CH:9]=2)=[C:22]([F:27])[CH:21]=1. The yield is 0.430. (4) The reactants are Cl.[CH3:2][O:3][C:4]1[C:5]([O:16][CH2:17][CH2:18][CH2:19][N:20]2[CH2:24][CH2:23][CH2:22][CH2:21]2)=[CH:6][C:7]([N+:13]([O-:15])=[O:14])=[C:8]([CH:12]=1)[C:9](O)=[O:10].C[N:26](C=O)C. The catalyst is S(Cl)(Cl)=O. The product is [CH3:2][O:3][C:4]1[C:5]([O:16][CH2:17][CH2:18][CH2:19][N:20]2[CH2:24][CH2:23][CH2:22][CH2:21]2)=[CH:6][C:7]([N+:13]([O-:15])=[O:14])=[C:8]([CH:12]=1)[C:9]([NH2:26])=[O:10]. The yield is 0.730. (5) The reactants are C(OC([CH:7]([NH2:17])[C@@H:8]([CH2:13][CH:14]([CH3:16])[CH3:15])[CH2:9][C:10]([OH:12])=[O:11])=O)(C)C.Cl.O.CN. The catalyst is C1(C)C=CC=CC=1. The product is [NH2:17][CH2:7][C@@H:8]([CH2:13][CH:14]([CH3:16])[CH3:15])[CH2:9][C:10]([OH:12])=[O:11]. The yield is 0.880. (6) The reactants are [CH:1]1([C:7](O)=[O:8])[CH2:6][CH2:5][CH2:4][CH2:3][CH2:2]1.[NH2:10][C@@H:11]1[C@H:15]2[O:16][CH2:17][C@H:18]([NH:19][C:20](=[O:34])[C:21]3[CH:26]=[CH:25][CH:24]=[C:23]([O:27][C:28]4[CH:33]=[CH:32][CH:31]=[CH:30][CH:29]=4)[CH:22]=3)[C@H:14]2[O:13][CH2:12]1. No catalyst specified. The product is [CH:1]1([C:7]([NH:10][C@@H:11]2[C@H:15]3[O:16][CH2:17][C@H:18]([NH:19][C:20](=[O:34])[C:21]4[CH:26]=[CH:25][CH:24]=[C:23]([O:27][C:28]5[CH:29]=[CH:30][CH:31]=[CH:32][CH:33]=5)[CH:22]=4)[C@H:14]3[O:13][CH2:12]2)=[O:8])[CH2:6][CH2:5][CH2:4][CH2:3][CH2:2]1. The yield is 0.391. (7) The reactants are [O:1]1[C:5]2[CH:6]=[CH:7][C:8]([CH2:10][C:11]#N)=[CH:9][C:4]=2[O:3][CH2:2]1.Br[CH2:14][CH2:15]Cl.[OH-:17].[Na+].[OH2:19]. The catalyst is [Cl-].C([N+](CC)(CC)CC)C1C=CC=CC=1. The product is [O:1]1[C:5]2[CH:6]=[CH:7][C:8]([C:10]3([C:11]([OH:19])=[O:17])[CH2:15][CH2:14]3)=[CH:9][C:4]=2[O:3][CH2:2]1. The yield is 0.800. (8) The catalyst is O. The reactants are [CH3:1][Mg]Br.[CH:4]([C:6]1[C:14]2[O:13][CH2:12][CH:11]([C:15]3[CH:20]=[CH:19][C:18]([CH:21]([CH3:23])[CH3:22])=[CH:17][CH:16]=3)[C:10]=2[C:9]([CH3:24])=[C:8]([NH:25][C:26](=[O:32])[CH2:27][C:28]([CH3:31])([CH3:30])[CH3:29])[C:7]=1[CH3:33])=[O:5]. The product is [OH:5][CH:4]([C:6]1[C:14]2[O:13][CH2:12][CH:11]([C:15]3[CH:20]=[CH:19][C:18]([CH:21]([CH3:23])[CH3:22])=[CH:17][CH:16]=3)[C:10]=2[C:9]([CH3:24])=[C:8]([NH:25][C:26](=[O:32])[CH2:27][C:28]([CH3:31])([CH3:30])[CH3:29])[C:7]=1[CH3:33])[CH3:1]. The yield is 0.730. (9) The reactants are C([N-]C(C)C)(C)C.[Li+].N[C:10]1[CH:15]=[CH:14][N:13]=[CH:12][C:11]=1[C:16]1[CH:30]=[CH:29][CH:28]=[CH:27][C:17]=1[C:18]([N:20](C(C)C)C(C)C)=[O:19]. The catalyst is C1COCC1. The product is [CH:12]1[N:13]=[CH:14][CH:15]=[C:10]2[C:11]=1[C:16]1[CH:30]=[CH:29][CH:28]=[CH:27][C:17]=1[C:18](=[O:19])[NH:20]2. The yield is 0.940. (10) The reactants are [Cl:1][C:2]1[CH:7]=[C:6]([CH:8]2[CH2:10][CH2:9]2)[CH:5]=[C:4]([CH3:11])[C:3]=1[N:12]=[C:13]=[S:14].Cl.[NH2:16][NH:17][C:18](N)=[NH:19].C(N(C(C)C)CC)(C)C. The catalyst is CN(C)C=O. The product is [NH2:19][C:18]1[N:12]([C:3]2[C:4]([CH3:11])=[CH:5][C:6]([CH:8]3[CH2:9][CH2:10]3)=[CH:7][C:2]=2[Cl:1])[C:13]([SH:14])=[N:16][N:17]=1. The yield is 0.660.